From a dataset of Catalyst prediction with 721,799 reactions and 888 catalyst types from USPTO. Predict which catalyst facilitates the given reaction. Reactant: Cl.[NH:2]1[C:6]2([CH2:10][CH2:9][NH:8][C:7]2=[O:11])[CH2:5][CH2:4][CH2:3]1.[C:12]([O:16][C:17](OC([O-])=O)=[O:18])([CH3:15])([CH3:14])[CH3:13].C(N(CC)CC)C. Product: [C:12]([O:16][C:17]([N:2]1[C:6]2([CH2:10][CH2:9][NH:8][C:7]2=[O:11])[CH2:5][CH2:4][CH2:3]1)=[O:18])([CH3:15])([CH3:14])[CH3:13]. The catalyst class is: 46.